Dataset: Reaction yield outcomes from USPTO patents with 853,638 reactions. Task: Predict the reaction yield, written as a fraction of the theoretical maximum amount of product (1.0 means a 100% yield; for example, 0.34 means a 34% yield). (1) The reactants are [CH3:1][O:2][C:3]1[CH:28]=[CH:27][C:6]([CH2:7][N:8]2[C:12]3=[N:13][CH:14]=[CH:15][C:16]([O:17][C:18]4[CH:23]=[CH:22][C:21]([NH2:24])=[CH:20][C:19]=4[F:25])=[C:11]3[C:10](I)=[N:9]2)=[CH:5][CH:4]=1.C([O-])([O-])=O.[Cs+].[Cs+].[N:35]1([C:41]([C:43]2[CH:48]=[CH:47][C:46](B(O)O)=[CH:45][CH:44]=2)=[O:42])[CH2:40][CH2:39][O:38][CH2:37][CH2:36]1. The catalyst is COCCOC.C1C=CC([P]([Pd]([P](C2C=CC=CC=2)(C2C=CC=CC=2)C2C=CC=CC=2)([P](C2C=CC=CC=2)(C2C=CC=CC=2)C2C=CC=CC=2)[P](C2C=CC=CC=2)(C2C=CC=CC=2)C2C=CC=CC=2)(C2C=CC=CC=2)C2C=CC=CC=2)=CC=1. The product is [NH2:24][C:21]1[CH:22]=[CH:23][C:18]([O:17][C:16]2[CH:15]=[CH:14][N:13]=[C:12]3[N:8]([CH2:7][C:6]4[CH:27]=[CH:28][C:3]([O:2][CH3:1])=[CH:4][CH:5]=4)[N:9]=[C:10]([C:46]4[CH:45]=[CH:44][C:43]([C:41]([N:35]5[CH2:40][CH2:39][O:38][CH2:37][CH2:36]5)=[O:42])=[CH:48][CH:47]=4)[C:11]=23)=[C:19]([F:25])[CH:20]=1. The yield is 0.120. (2) The reactants are [OH:1]O.[OH-].[Na+].[Cl:5][C:6]1[CH:7]=[C:8]([N:14]2[C:18]([C:19]3[CH:24]=[CH:23][C:22]([O:25][CH3:26])=[CH:21][CH:20]=3)=[CH:17][CH:16]=[C:15]2[CH2:27][CH2:28][C:29]([OH:31])=[O:30])[CH:9]=[CH:10][C:11]=1[C:12]#[N:13]. The catalyst is CO. The product is [C:12]([C:11]1[CH:10]=[CH:9][C:8]([N:14]2[C:18]([C:19]3[CH:24]=[CH:23][C:22]([O:25][CH3:26])=[CH:21][CH:20]=3)=[CH:17][CH:16]=[C:15]2[CH2:27][CH2:28][C:29]([OH:31])=[O:30])=[CH:7][C:6]=1[Cl:5])(=[O:1])[NH2:13]. The yield is 0.730. (3) The reactants are [Cl:1][C:2]1[N:7]=[C:6]([C:8]([OH:10])=O)[C:5]([CH3:11])=[CH:4][CH:3]=1.[NH2:12][C:13]1[C:22]([CH3:23])=[CH:21][C:16]([C:17]([O:19][CH3:20])=[O:18])=[CH:15][C:14]=1[CH3:24].C(N(CC)CC)C.CCCP1(OP(CCC)(=O)OP(CCC)(=O)O1)=O. The catalyst is C(Cl)Cl. The product is [Cl:1][C:2]1[N:7]=[C:6]([C:8]([NH:12][C:13]2[C:14]([CH3:24])=[CH:15][C:16]([C:17]([O:19][CH3:20])=[O:18])=[CH:21][C:22]=2[CH3:23])=[O:10])[C:5]([CH3:11])=[CH:4][CH:3]=1. The yield is 0.810. (4) The reactants are [F:1][C:2]1[CH:7]=[CH:6][CH:5]=[C:4]([F:8])[C:3]=1[C:9]1[C:10]2[C:11]3[CH2:22][CH2:21][N:20](C(OC(C)(C)C)=O)[CH2:19][CH2:18][C:12]=3[NH:13][C:14]=2[CH:15]=[CH:16][CH:17]=1.C(Cl)Cl. The catalyst is C(C(O)=O)(F)(F)F. The product is [F:8][C:4]1[CH:5]=[CH:6][CH:7]=[C:2]([F:1])[C:3]=1[C:9]1[C:10]2[C:11]3[CH2:22][CH2:21][NH:20][CH2:19][CH2:18][C:12]=3[NH:13][C:14]=2[CH:15]=[CH:16][CH:17]=1. The yield is 0.870. (5) The reactants are [N+:1]([O-:4])(O)=[O:2].[F:5][C:6]1[CH:7]=[C:8]([CH:12]=[C:13]([O:15][CH3:16])[CH:14]=1)[C:9]([OH:11])=[O:10].C([O-])(O)=O.[Na+]. The catalyst is C(O)(=O)C. The product is [F:5][C:6]1[CH:14]=[C:13]([O:15][CH3:16])[C:12]([N+:1]([O-:4])=[O:2])=[C:8]([CH:7]=1)[C:9]([OH:11])=[O:10]. The yield is 0.660. (6) The reactants are [CH2:1]1[CH2:11]CN2C(=NCCC2)C[CH2:2]1.[OH:12][CH:13]([CH2:32][C:33]1[CH:38]=[CH:37][CH:36]=[CH:35][CH:34]=1)/[CH:14]=[CH:15]/[C@H:16]1[CH2:21][CH2:20][CH2:19][C:18](=[O:22])[N:17]1[CH2:23][C:24]#[C:25][CH2:26][O:27][CH2:28][C:29]([OH:31])=[O:30].IC(C)C. The catalyst is CC(C)=O.CCOC(C)=O. The product is [CH:1]([O:30][C:29](=[O:31])[CH2:28][O:27][CH2:26][C:25]#[C:24][CH2:23][N:17]1[C:18](=[O:22])[CH2:19][CH2:20][CH2:21][C@@H:16]1/[CH:15]=[CH:14]/[CH:13]([OH:12])[CH2:32][C:33]1[CH:34]=[CH:35][CH:36]=[CH:37][CH:38]=1)([CH3:11])[CH3:2]. The yield is 0.570.